This data is from Reaction yield outcomes from USPTO patents with 853,638 reactions. The task is: Predict the reaction yield, written as a fraction of the theoretical maximum amount of product (1.0 means a 100% yield; for example, 0.34 means a 34% yield). (1) The reactants are Cl[C:2]1[S:10][C:9]2[C:8]([C:11]([C:13]3[S:14][CH:15]=[CH:16][CH:17]=3)=[O:12])=[N:7][C:6]([NH:18][CH2:19][C:20]3[CH:21]=[N:22][CH:23]=[CH:24][CH:25]=3)=[N:5][C:4]=2[CH:3]=1.[CH2:26]([NH2:28])[CH3:27].Cl. The catalyst is CC(N(C)C)=O. The product is [CH2:26]([NH:28][C:2]1[S:10][C:9]2[C:8]([C:11]([C:13]3[S:14][CH:15]=[CH:16][CH:17]=3)=[O:12])=[N:7][C:6]([NH:18][CH2:19][C:20]3[CH:21]=[N:22][CH:23]=[CH:24][CH:25]=3)=[N:5][C:4]=2[CH:3]=1)[CH3:27]. The yield is 0.400. (2) The product is [F:4][C:5]1[CH:6]=[CH:7][C:8]([C@:11]2([OH:25])[CH2:16][CH2:15][N:14]([C:17]([O:19][C:20]([CH3:22])([CH3:21])[CH3:23])=[O:18])[CH2:13][C@H:12]2[O:24][C:26](=[O:31])[C:27]([CH3:30])([CH3:29])[CH3:28])=[CH:9][CH:10]=1. The reactants are ClCCl.[F:4][C:5]1[CH:10]=[CH:9][C:8]([C@:11]2([OH:25])[CH2:16][CH2:15][N:14]([C:17]([O:19][C:20]([CH3:23])([CH3:22])[CH3:21])=[O:18])[CH2:13][C@H:12]2[OH:24])=[CH:7][CH:6]=1.[C:26](O[C:26](=[O:31])[C:27]([CH3:30])([CH3:29])[CH3:28])(=[O:31])[C:27]([CH3:30])([CH3:29])[CH3:28].C(N(CC)CC)C. The catalyst is CN(C)C1C=CN=CC=1.C(OCC)(=O)C. The yield is 0.950. (3) The reactants are B.[Cl:2][C:3]1[CH:11]=[C:10]([C:12]([F:15])([F:14])[F:13])[CH:9]=[CH:8][C:4]=1[C:5](O)=[O:6].Cl. The catalyst is O1CCCC1. The product is [Cl:2][C:3]1[CH:11]=[C:10]([C:12]([F:13])([F:14])[F:15])[CH:9]=[CH:8][C:4]=1[CH2:5][OH:6]. The yield is 0.960. (4) The reactants are [OH-].[Na+].[CH3:3][C:4]1[CH:9]=[C:8]([CH3:10])[N:7]=[C:6]([N:11]2[CH2:16][CH2:15][N:14]([C:17]3[CH:22]=[CH:21][C:20]([N+:23]([O-:25])=[O:24])=[CH:19][C:18]=3[CH2:26][OH:27])[CH2:13][CH2:12]2)[CH:5]=1.Cl[CH2:29][CH2:30][CH2:31][N:32]1[CH2:37][CH2:36][O:35][CH2:34][CH2:33]1. The catalyst is S([O-])(O)(=O)=O.C([N+](CCCC)(CCCC)CCCC)CCC.C1(C)C=CC=CC=1. The product is [CH3:3][C:4]1[CH:9]=[C:8]([CH3:10])[N:7]=[C:6]([N:11]2[CH2:16][CH2:15][N:14]([C:17]3[CH:22]=[CH:21][C:20]([N+:23]([O-:25])=[O:24])=[CH:19][C:18]=3[CH2:26][O:27][CH2:29][CH2:30][CH2:31][N:32]3[CH2:37][CH2:36][O:35][CH2:34][CH2:33]3)[CH2:13][CH2:12]2)[CH:5]=1. The yield is 0.800. (5) The reactants are [OH:1][C:2]1[CH:3]=[C:4]([CH:15]=[C:16]([O:18][C@H:19]2[CH2:23][CH2:22][N:21]([CH3:24])[C:20]2=[O:25])[CH:17]=1)[C:5]([NH:7][C:8]1[CH:13]=[N:12][C:11]([CH3:14])=[CH:10][N:9]=1)=[O:6].Br[C:27]1[CH:28]=[CH:29][C:30]([C:33]([N:35]([CH3:37])[CH3:36])=[O:34])=[N:31][CH:32]=1.C(=O)([O-])[O-].[Cs+].[Cs+]. The catalyst is CN(C)C(=O)C. The product is [CH3:36][N:35]([CH3:37])[C:33]([C:30]1[CH:29]=[CH:28][C:27]([O:1][C:2]2[CH:3]=[C:4]([C:5](=[O:6])[NH:7][C:8]3[CH:13]=[N:12][C:11]([CH3:14])=[CH:10][N:9]=3)[CH:15]=[C:16]([O:18][C@H:19]3[CH2:23][CH2:22][N:21]([CH3:24])[C:20]3=[O:25])[CH:17]=2)=[CH:32][N:31]=1)=[O:34]. The yield is 0.230. (6) The reactants are [CH3:1][C:2]1[CH:11]=[CH:10][C:9]2[C:4](=[N:5][CH:6]=[CH:7][CH:8]=2)[N:3]=1. The catalyst is C(O)C.[Pd]. The product is [CH3:1][C:2]1[CH:11]=[CH:10][C:9]2[CH2:8][CH2:7][CH2:6][NH:5][C:4]=2[N:3]=1. The yield is 0.830. (7) The reactants are [F:1][C:2]1[CH:7]=[C:6]([I:8])[CH:5]=[CH:4][C:3]=1[NH:9][C:10](=O)[CH3:11].[N-:13]=[N+:14]=[N-:15].[Na+].FC(F)(F)S(OS(C(F)(F)F)(=O)=O)(=O)=O. The catalyst is C(#N)C. The product is [F:1][C:2]1[CH:7]=[C:6]([I:8])[CH:5]=[CH:4][C:3]=1[N:9]1[C:10]([CH3:11])=[N:15][N:14]=[N:13]1. The yield is 0.620. (8) The yield is 0.600. The reactants are [CH:1]1([CH2:6][C@H:7]([C:11]2[CH:16]=[CH:15][C:14]([Cl:17])=[C:13]([Cl:18])[CH:12]=2)[C:8]([OH:10])=O)[CH2:5][CH2:4][CH2:3][CH2:2]1.C(Cl)(=O)C(Cl)=O.[NH2:25][C:26]1[CH:31]=[CH:30][N:29]=[CH:28][N:27]=1.N1C=CC=CC=1. The catalyst is C(Cl)Cl.CN(C)C=O.O1CCCC1.O. The product is [CH:1]1([CH2:6][C@H:7]([C:11]2[CH:16]=[CH:15][C:14]([Cl:17])=[C:13]([Cl:18])[CH:12]=2)[C:8]([NH:25][C:26]2[CH:31]=[CH:30][N:29]=[CH:28][N:27]=2)=[O:10])[CH2:2][CH2:3][CH2:4][CH2:5]1. (9) The reactants are [Cl:1][C:2]1[CH:7]=[CH:6][CH:5]=[CH:4][C:3]=1[S:8]([C@H:11]1[CH2:15][NH:14][C@H:13]([C:16]([NH:18][C:19]2([C:22]#[N:23])[CH2:21][CH2:20]2)=[O:17])[CH2:12]1)(=[O:10])=[O:9].[Na+].[S:25]1[CH2:30][CH2:29][N:28]([C:31]2([C:34]([O-])=[O:35])[CH2:33][CH2:32]2)[CH2:27][CH2:26]1. No catalyst specified. The product is [Cl:1][C:2]1[CH:7]=[CH:6][CH:5]=[CH:4][C:3]=1[S:8]([C@H:11]1[CH2:15][N:14]([C:34]([C:31]2([N:28]3[CH2:27][CH2:26][S:25][CH2:30][CH2:29]3)[CH2:33][CH2:32]2)=[O:35])[C@H:13]([C:16]([NH:18][C:19]2([C:22]#[N:23])[CH2:21][CH2:20]2)=[O:17])[CH2:12]1)(=[O:10])=[O:9]. The yield is 0.460. (10) The reactants are [NH2:1][C:2]1[CH:7]=[CH:6][CH:5]=[CH:4][C:3]=1[S:8][CH2:9][C:10]1[CH:19]=[CH:18][CH:17]=[CH:16][C:11]=1[C:12]([O:14][CH3:15])=[O:13].[O:20]1[C:24]2[CH:25]=[CH:26][CH:27]=[CH:28][C:23]=2[CH:22]=[C:21]1[S:29](Cl)(=[O:31])=[O:30]. The catalyst is N1C=CC=CC=1. The product is [O:20]1[C:24]2[CH:25]=[CH:26][CH:27]=[CH:28][C:23]=2[CH:22]=[C:21]1[S:29]([NH:1][C:2]1[CH:7]=[CH:6][CH:5]=[CH:4][C:3]=1[S:8][CH2:9][C:10]1[CH:19]=[CH:18][CH:17]=[CH:16][C:11]=1[C:12]([O:14][CH3:15])=[O:13])(=[O:31])=[O:30]. The yield is 0.740.